This data is from Catalyst prediction with 721,799 reactions and 888 catalyst types from USPTO. The task is: Predict which catalyst facilitates the given reaction. (1) Reactant: [Br:1][C:2]1[C:7]([CH3:8])=[CH:6][C:5]([NH:9]C(=O)C)=[CH:4][C:3]=1[CH3:13].Cl. Product: [Br:1][C:2]1[C:7]([CH3:8])=[CH:6][C:5]([NH2:9])=[CH:4][C:3]=1[CH3:13]. The catalyst class is: 5. (2) Reactant: [C:1]([O:5][C:6]([NH:8][CH2:9][C@H:10]1[CH2:15][CH2:14][C@H:13]([C:16]([NH:18][C@H:19]([C:37](=[O:50])[NH:38][C:39]2[CH:44]=[CH:43][C:42]([C:45]3[NH:49][N:48]=[N:47][N:46]=3)=[CH:41][CH:40]=2)[CH2:20][C:21]2[CH:26]=[CH:25][C:24]([C:27]3[CH:32]=[CH:31][C:30]([C:33](O)=[O:34])=[CH:29][C:28]=3[CH3:36])=[CH:23][CH:22]=2)=[O:17])[CH2:12][CH2:11]1)=[O:7])([CH3:4])([CH3:3])[CH3:2].Cl.Cl.[CH2:53]([N:60]([CH3:68])[CH:61]1[CH2:66][CH2:65][CH:64]([NH2:67])[CH2:63][CH2:62]1)[C:54]1[CH:59]=[CH:58][CH:57]=[CH:56][CH:55]=1.C(NC(C)C)(C)C.CN(C(ON1N=NC2C=CC=NC1=2)=[N+](C)C)C.F[P-](F)(F)(F)(F)F. Product: [CH2:53]([N:60]([CH3:68])[CH:61]1[CH2:66][CH2:65][CH:64]([NH:67][C:33]([C:30]2[CH:31]=[CH:32][C:27]([C:24]3[CH:23]=[CH:22][C:21]([CH2:20][C@H:19]([NH:18][C:16]([C@H:13]4[CH2:14][CH2:15][C@H:10]([CH2:9][NH:8][C:6](=[O:7])[O:5][C:1]([CH3:2])([CH3:3])[CH3:4])[CH2:11][CH2:12]4)=[O:17])[C:37](=[O:50])[NH:38][C:39]4[CH:44]=[CH:43][C:42]([C:45]5[NH:49][N:48]=[N:47][N:46]=5)=[CH:41][CH:40]=4)=[CH:26][CH:25]=3)=[C:28]([CH3:36])[CH:29]=2)=[O:34])[CH2:63][CH2:62]1)[C:54]1[CH:59]=[CH:58][CH:57]=[CH:56][CH:55]=1. The catalyst class is: 3. (3) Reactant: [C:1]([O-:4])([O-])=O.[K+].[K+].[Cl:7][C:8]1[C:18]2[N:17]3[CH2:19][CH2:20][CH2:21][C@@H:22]([NH:23][C:24](=O)[C:25](F)(F)F)[C@H:16]3[C:15]3[CH:30]=[CH:31][CH:32]=[CH:33][C:14]=3[O:13][C:12]=2[CH:11]=[CH:10][C:9]=1[Cl:34]. Product: [Cl:7][C:8]1[C:18]2[N:17]3[CH2:19][CH2:20][CH2:21][C@@H:22]([NH:23][CH2:24][CH2:25][O:4][CH3:1])[C@H:16]3[C:15]3[CH:30]=[CH:31][CH:32]=[CH:33][C:14]=3[O:13][C:12]=2[CH:11]=[CH:10][C:9]=1[Cl:34]. The catalyst class is: 24. (4) Reactant: [NH2:1][C:2]1[N:3]=[C:4]([O:13][CH2:14][CH3:15])[C:5]2[N:11]=[C:10](Cl)[CH:9]=[CH:8][C:6]=2[N:7]=1.[CH:16]1([NH:19][C:20]([C:22]2[S:23][C:24](B3OC(C)(C)C(C)(C)O3)=[CH:25][CH:26]=2)=[O:21])[CH2:18][CH2:17]1.C([O-])([O-])=O.[K+].[K+]. Product: [NH2:1][C:2]1[N:3]=[C:4]([O:13][CH2:14][CH3:15])[C:5]2[N:11]=[C:10]([C:24]3[S:23][C:22]([C:20](=[O:21])[NH:19][CH:16]4[CH2:18][CH2:17]4)=[CH:26][CH:25]=3)[CH:9]=[CH:8][C:6]=2[N:7]=1. The catalyst class is: 70. (5) Reactant: [CH3:1][C:2]1([CH3:22])[C:10]2[CH:9]=[C:8]3[NH:11][C:12]([NH:14][CH3:15])=[N:13][C:7]3=[CH:6][C:5]=2[N:4]([CH2:16][CH2:17][CH2:18][CH2:19][CH3:20])[C:3]1=[O:21].[CH3:23][C:24]1[CH:29]=[CH:28][C:27]([S:30](Cl)(=[O:32])=[O:31])=[CH:26][CH:25]=1.O. Product: [CH3:22][C:2]1([CH3:1])[C:10]2[CH:9]=[C:8]3[N:11]([S:30]([C:27]4[CH:28]=[CH:29][C:24]([CH3:23])=[CH:25][CH:26]=4)(=[O:32])=[O:31])[C:12]([NH:14][CH3:15])=[N:13][C:7]3=[CH:6][C:5]=2[N:4]([CH2:16][CH2:17][CH2:18][CH2:19][CH3:20])[C:3]1=[O:21]. The catalyst class is: 17. (6) Reactant: [CH3:1][O:2][C:3]1[CH:4]=[C:5]2[C:10](=[CH:11][C:12]=1[O:13][CH3:14])[N:9]=[CH:8][N:7]=[C:6]2[O:15][C:16]1[CH:17]=[C:18]2[C:23](=[CH:24][CH:25]=1)[C:22]([C:26]([OH:28])=O)=[CH:21][CH:20]=[CH:19]2.O[C:30]1[C:38]2[N:37]=N[NH:35][C:34]=2[CH:33]=[CH:32][CH:31]=1.C(N(CC)CC)C.C1(N)C=CC=CC=1N. Product: [NH2:35][C:34]1[CH:33]=[CH:32][CH:31]=[CH:30][C:38]=1[NH:37][C:26]([C:22]1[C:23]2[C:24](=[CH:25][C:16]([O:15][C:6]3[C:5]4[C:10](=[CH:11][C:12]([O:13][CH3:14])=[C:3]([O:2][CH3:1])[CH:4]=4)[N:9]=[CH:8][N:7]=3)=[CH:17][CH:18]=2)[CH:19]=[CH:20][CH:21]=1)=[O:28]. The catalyst class is: 650. (7) Reactant: [O:1]1CCO[CH:2]1[C:6]1[CH:7]=[C:8]([C:12]2([OH:33])[C:16]3[CH:17]=[C:18]([NH:23][C:24](=[O:30])[CH2:25][C:26]([CH3:29])([CH3:28])[CH3:27])[C:19]([CH3:22])=[C:20]([CH3:21])[C:15]=3[O:14][C:13]2([CH3:32])[CH3:31])[CH:9]=[CH:10][CH:11]=1.O.C1(C)C=CC(S([O-])(=O)=O)=CC=1.[NH+]1C=CC=CC=1. Product: [CH:2]([C:6]1[CH:7]=[C:8]([C:12]2([OH:33])[C:16]3[CH:17]=[C:18]([NH:23][C:24](=[O:30])[CH2:25][C:26]([CH3:27])([CH3:28])[CH3:29])[C:19]([CH3:22])=[C:20]([CH3:21])[C:15]=3[O:14][C:13]2([CH3:32])[CH3:31])[CH:9]=[CH:10][CH:11]=1)=[O:1]. The catalyst class is: 21. (8) Reactant: [CH:1]([C:3]1[CH:4]=[C:5]([CH2:9][C:10]([OH:12])=O)[CH:6]=[CH:7][CH:8]=1)=[O:2].C1C=CC2N(O)N=NC=2C=1.C(Cl)CCl.Cl.[NH2:28][CH2:29][C:30]1[NH:34][N:33]=[N:32][N:31]=1. Product: [NH:31]1[C:30]([CH2:29][NH:28][C:10]([CH2:9][C:5]2[CH:4]=[C:3]([CH:8]=[CH:7][CH:6]=2)[CH:1]=[O:2])=[O:12])=[N:34][N:33]=[N:32]1. The catalyst class is: 3. (9) Reactant: [CH3:1][C:2]([C:4]1[CH:9]=[CH:8][CH:7]=[C:6]([NH2:10])[CH:5]=1)=[O:3].[C:11](Cl)(=[O:14])[CH2:12][CH3:13]. Product: [C:2]([C:4]1[CH:5]=[C:6]([NH:10][C:11](=[O:14])[CH2:12][CH3:13])[CH:7]=[CH:8][CH:9]=1)(=[O:3])[CH3:1]. The catalyst class is: 2.